This data is from Peptide-MHC class I binding affinity with 185,985 pairs from IEDB/IMGT. The task is: Regression. Given a peptide amino acid sequence and an MHC pseudo amino acid sequence, predict their binding affinity value. This is MHC class I binding data. (1) The peptide sequence is KQWPLSKEKIV. The MHC is Mamu-B08 with pseudo-sequence Mamu-B08. The binding affinity (normalized) is 0.0198. (2) The peptide sequence is DTAQIIKL. The MHC is Mamu-A02 with pseudo-sequence Mamu-A02. The binding affinity (normalized) is 0. (3) The peptide sequence is RPQVPLRPMTY. The MHC is HLA-B15:03 with pseudo-sequence HLA-B15:03. The binding affinity (normalized) is 0.449. (4) The peptide sequence is TQTSTWFGF. The MHC is Mamu-B3901 with pseudo-sequence Mamu-B3901. The binding affinity (normalized) is 0.287. (5) The peptide sequence is VLDMFRTAF. The MHC is HLA-B15:01 with pseudo-sequence HLA-B15:01. The binding affinity (normalized) is 0.535. (6) The peptide sequence is GTIIVHPNK. The MHC is HLA-A69:01 with pseudo-sequence HLA-A69:01. The binding affinity (normalized) is 0.0847.